Dataset: Catalyst prediction with 721,799 reactions and 888 catalyst types from USPTO. Task: Predict which catalyst facilitates the given reaction. (1) Reactant: C([O:8][C:9]1[C:13]([O:14]CC2C=CC=CC=2)=[C:12]([C:22]2[S:23][CH:24]=[C:25]([CH2:27][CH3:28])[N:26]=2)[N:11]([C:29]2[CH:34]=[CH:33][C:32]([O:35][CH3:36])=[CH:31][CH:30]=2)[C:10]=1[C:37]([O:39][CH2:40][CH3:41])=[O:38])C1C=CC=CC=1. Product: [CH2:27]([C:25]1[N:26]=[C:22]([C:12]2[N:11]([C:29]3[CH:30]=[CH:31][C:32]([O:35][CH3:36])=[CH:33][CH:34]=3)[C:10]([C:37]([O:39][CH2:40][CH3:41])=[O:38])=[C:9]([OH:8])[C:13]=2[OH:14])[S:23][CH:24]=1)[CH3:28]. The catalyst class is: 403. (2) Reactant: Br[C:2]1[CH:3]=[N:4][CH:5]=[CH:6][CH:7]=1.[S:8]1[CH:12]=[CH:11][C:10](B(O)O)=[CH:9]1.P([O-])([O-])([O-])=O.[K+].[K+].[K+].C(O)CCC. Product: [S:8]1[CH:12]=[CH:11][C:10]([C:2]2[CH:3]=[N:4][CH:5]=[CH:6][CH:7]=2)=[CH:9]1. The catalyst class is: 6. (3) Reactant: [NH:1]1[C:9]2[C:4](=[N:5][CH:6]=[CH:7][CH:8]=2)[C:3]([C:10]([C@H:12]2[CH2:16][CH2:15][CH2:14][N:13]2C(OCC)=O)=O)=[CH:2]1.[H-].[Al+3].[Li+].[H-].[H-].[H-]. Product: [NH:13]1[CH2:14][CH2:15][CH2:16][C@@H:12]1[CH2:10][C:3]1[C:4]2=[N:5][CH:6]=[CH:7][CH:8]=[C:9]2[NH:1][CH:2]=1. The catalyst class is: 7.